Task: Regression. Given a peptide amino acid sequence and an MHC pseudo amino acid sequence, predict their binding affinity value. This is MHC class II binding data.. Dataset: Peptide-MHC class II binding affinity with 134,281 pairs from IEDB The peptide sequence is QAMASTEGNVTGMFA. The MHC is HLA-DPA10103-DPB10201 with pseudo-sequence HLA-DPA10103-DPB10201. The binding affinity (normalized) is 0.134.